This data is from TCR-epitope binding with 47,182 pairs between 192 epitopes and 23,139 TCRs. The task is: Binary Classification. Given a T-cell receptor sequence (or CDR3 region) and an epitope sequence, predict whether binding occurs between them. (1) Result: 1 (the TCR binds to the epitope). The TCR CDR3 sequence is CSADPPDRVETQYF. The epitope is SEISMDNSPNL. (2) The epitope is TLIGDCATV. The TCR CDR3 sequence is CASTYRTGMNTEAFF. Result: 1 (the TCR binds to the epitope). (3) The epitope is LPRRSGAAGA. The TCR CDR3 sequence is CASSHGDSGLAGSDTQYF. Result: 0 (the TCR does not bind to the epitope). (4) The epitope is ALSKGVHFV. The TCR CDR3 sequence is CASSLNPGGWTYNSPLHF. Result: 0 (the TCR does not bind to the epitope). (5) The epitope is NLVPMVATV. The TCR CDR3 sequence is CASSLGPVNEQFF. Result: 0 (the TCR does not bind to the epitope). (6) The epitope is ILKEPVHGV. The TCR CDR3 sequence is CASSFRLSYEQYF. Result: 0 (the TCR does not bind to the epitope).